From a dataset of Full USPTO retrosynthesis dataset with 1.9M reactions from patents (1976-2016). Predict the reactants needed to synthesize the given product. (1) The reactants are: F[C:2]1[CH:7]=[CH:6][C:5]([C:8]2[O:9][C:10]([C:13]3[C:14]([C:19]4[CH:24]=[CH:23][CH:22]=[CH:21][CH:20]=4)=[N:15][O:16][C:17]=3[CH3:18])=[N:11][N:12]=2)=[C:4]([O:25][CH3:26])[CH:3]=1.[NH:27]1[CH:31]=[CH:30][N:29]=[CH:28]1. Given the product [N:27]1([C:2]2[CH:7]=[CH:6][C:5]([C:8]3[O:9][C:10]([C:13]4[C:14]([C:19]5[CH:24]=[CH:23][CH:22]=[CH:21][CH:20]=5)=[N:15][O:16][C:17]=4[CH3:18])=[N:11][N:12]=3)=[C:4]([O:25][CH3:26])[CH:3]=2)[CH:31]=[CH:30][N:29]=[CH:28]1, predict the reactants needed to synthesize it. (2) Given the product [OH:14][CH2:13][C:10]1[N:9]=[CH:8][C:7]([C:5]([OH:6])=[O:4])=[CH:12][CH:11]=1, predict the reactants needed to synthesize it. The reactants are: [OH-].[Na+].C[O:4][C:5]([C:7]1[CH:8]=[N:9][C:10]([CH2:13][O:14]C(=O)C)=[CH:11][CH:12]=1)=[O:6].Cl. (3) Given the product [C:1]([O:5][C:6]([N:8]1[C:16]2[C:11](=[CH:12][C:13]([NH:17][C:18](=[O:28])[CH:19]([C:21]3[CH:26]=[CH:25][CH:24]=[C:23]([Cl:27])[CH:22]=3)[O:20][S:36]([CH3:35])(=[O:38])=[O:37])=[CH:14][CH:15]=2)[CH:10]=[N:9]1)=[O:7])([CH3:4])([CH3:2])[CH3:3], predict the reactants needed to synthesize it. The reactants are: [C:1]([O:5][C:6]([N:8]1[C:16]2[C:11](=[CH:12][C:13]([NH:17][C:18](=[O:28])[CH:19]([C:21]3[CH:26]=[CH:25][CH:24]=[C:23]([Cl:27])[CH:22]=3)[OH:20])=[CH:14][CH:15]=2)[CH:10]=[N:9]1)=[O:7])([CH3:4])([CH3:3])[CH3:2].N1C=CC=CC=1.[CH3:35][S:36](Cl)(=[O:38])=[O:37]. (4) Given the product [CH:1]([O:4][C:5]([N:7]1[CH2:12][CH2:11][CH:10]([CH2:13][O:14][S:23]([CH3:22])(=[O:25])=[O:24])[CH2:9][CH2:8]1)=[O:6])([CH3:3])[CH3:2], predict the reactants needed to synthesize it. The reactants are: [CH:1]([O:4][C:5]([N:7]1[CH2:12][CH2:11][CH:10]([CH2:13][OH:14])[CH2:9][CH2:8]1)=[O:6])([CH3:3])[CH3:2].C(N(CC)CC)C.[CH3:22][S:23](Cl)(=[O:25])=[O:24]. (5) Given the product [Br:1][C:2]1[N:7]2[N:8]=[C:9]([O:11][CH3:12])[C:10]([NH2:13])=[C:6]2[CH:5]=[CH:4][CH:3]=1, predict the reactants needed to synthesize it. The reactants are: [Br:1][C:2]1[N:7]2[N:8]=[C:9]([O:11][CH3:12])[CH:10]=[C:6]2[CH:5]=[CH:4][CH:3]=1.[N:13]([O-])=O.[Na+].C(O)C.O. (6) Given the product [C:16]([C:15]1[CH:14]=[C:13]([N:12]([CH2:11][C:9]2[CH:8]=[CH:7][C:6]3[O:1][CH2:2][CH2:3][O:4][C:5]=3[CH:10]=2)[C:21](=[O:25])[CH2:22][CH2:23][CH3:24])[CH:20]=[CH:19][CH:18]=1)#[N:17], predict the reactants needed to synthesize it. The reactants are: [O:1]1[C:6]2[CH:7]=[CH:8][C:9]([CH2:11][NH:12][C:13]3[CH:14]=[C:15]([CH:18]=[CH:19][CH:20]=3)[C:16]#[N:17])=[CH:10][C:5]=2[O:4][CH2:3][CH2:2]1.[C:21](Cl)(=[O:25])[CH2:22][CH2:23][CH3:24]. (7) Given the product [Si:35]([O:34][C@H:27]([C:28]1[CH:29]=[CH:30][CH:31]=[CH:32][CH:33]=1)[C@H:12]1[CH2:13][CH2:14][C@@H:15]([CH2:16][C:17]2[CH:18]=[CH:19][C:20]([N+:23]([O-:25])=[O:24])=[CH:21][CH:22]=2)[NH:8]1)([C:38]([CH3:40])([CH3:41])[CH3:39])([CH3:36])[CH3:37].[Si:35]([O:34][C@H:27]([C:28]1[CH:29]=[CH:30][CH:31]=[CH:32][CH:33]=1)[C@H:12]1[CH2:13][CH2:14][C@H:15]([CH2:16][C:17]2[CH:18]=[CH:19][C:20]([N+:23]([O-:25])=[O:24])=[CH:21][CH:22]=2)[NH:8]1)([C:38]([CH3:40])([CH3:41])[CH3:39])([CH3:36])[CH3:37], predict the reactants needed to synthesize it. The reactants are: COC1C=CC(C[N:8]([C@@H:12]([C@H:27]([O:34][Si:35]([C:38]([CH3:41])([CH3:40])[CH3:39])([CH3:37])[CH3:36])[C:28]2[CH:33]=[CH:32][CH:31]=[CH:30][CH:29]=2)[CH2:13][CH2:14][C:15](=O)[CH2:16][C:17]2[CH:22]=[CH:21][C:20]([N+:23]([O-:25])=[O:24])=[CH:19][CH:18]=2)C(=O)[O-])=CC=1.C(O)(C(F)(F)F)=O.C([BH3-])#N.[Na+].